This data is from Full USPTO retrosynthesis dataset with 1.9M reactions from patents (1976-2016). The task is: Predict the reactants needed to synthesize the given product. (1) Given the product [CH2:1]([N:8]1[CH:12]=[C:11]([CH:13]=[O:14])[C:10]([O:15][CH2:16][C:17]2[CH:22]=[CH:21][C:20]([O:23][CH2:24][C:25]3[N:26]=[C:27]([C:31]4[CH:32]=[CH:33][CH:34]=[CH:35][CH:36]=4)[O:28][C:29]=3[CH3:30])=[CH:19][CH:18]=2)=[N:9]1)[C:2]1[CH:7]=[CH:6][CH:5]=[CH:4][CH:3]=1, predict the reactants needed to synthesize it. The reactants are: [CH2:1]([N:8]1[CH:12]=[C:11]([CH2:13][OH:14])[C:10]([O:15][CH2:16][C:17]2[CH:22]=[CH:21][C:20]([O:23][CH2:24][C:25]3[N:26]=[C:27]([C:31]4[CH:36]=[CH:35][CH:34]=[CH:33][CH:32]=4)[O:28][C:29]=3[CH3:30])=[CH:19][CH:18]=2)=[N:9]1)[C:2]1[CH:7]=[CH:6][CH:5]=[CH:4][CH:3]=1. (2) Given the product [O:19]=[C:20]1[CH:21]=[C:25]([CH:27]2[CH2:32][CH2:31][N:30]([C:33]([O:35][C:36]([CH3:39])([CH3:38])[CH3:37])=[O:34])[CH2:29][CH2:28]2)[N:10]2[N:11]=[C:12]3[C:8]([C:7]([C:3]4[CH:2]=[N:1][CH:6]=[CH:5][CH:4]=4)=[CH:15][CH:14]=[CH:13]3)=[C:9]2[NH:16]1, predict the reactants needed to synthesize it. The reactants are: [N:1]1[CH:6]=[CH:5][CH:4]=[C:3]([C:7]2[CH:15]=[CH:14][CH:13]=[C:12]3[C:8]=2[C:9]([NH2:16])=[N:10][NH:11]3)[CH:2]=1.CC1(C)OC(=O)[CH:21]([C:25]([CH:27]2[CH2:32][CH2:31][N:30]([C:33]([O:35][C:36]([CH3:39])([CH3:38])[CH3:37])=[O:34])[CH2:29][CH2:28]2)=O)[C:20](=O)[O:19]1.P([O-])([O-])([O-])=O.[K+].[K+].[K+].